From a dataset of Reaction yield outcomes from USPTO patents with 853,638 reactions. Predict the reaction yield, written as a fraction of the theoretical maximum amount of product (1.0 means a 100% yield; for example, 0.34 means a 34% yield). (1) The reactants are [CH3:1][O:2][C:3]([C:5]1[S:9][C:8]([N:10]2[CH2:15][CH2:14][NH:13][CH2:12][CH2:11]2)=[N:7][CH:6]=1)=[O:4].[CH3:16][C:17]1[CH:22]=[CH:21][C:20]([S:23](Cl)(=[O:25])=[O:24])=[CH:19][CH:18]=1.C(N(CC)CC)C.O. The catalyst is ClCCl. The product is [CH3:1][O:2][C:3]([C:5]1[S:9][C:8]([N:10]2[CH2:11][CH2:12][N:13]([S:23]([C:20]3[CH:21]=[CH:22][C:17]([CH3:16])=[CH:18][CH:19]=3)(=[O:25])=[O:24])[CH2:14][CH2:15]2)=[N:7][CH:6]=1)=[O:4]. The yield is 0.820. (2) The reactants are Br[C:2]1[CH:3]=[C:4]2[C:9](=[C:10]([CH:12]=[O:13])[CH:11]=1)[O:8][C:7]([CH3:15])([CH3:14])[CH2:6][C:5]2([CH3:17])[CH3:16].C(N(CC)CC)C.O1CCCC1.[CH3:30][Si:31]([C:34]#[CH:35])([CH3:33])[CH3:32]. The catalyst is CCCCCC.[Cu]I.Cl[Pd](Cl)([P](C1C=CC=CC=1)(C1C=CC=CC=1)C1C=CC=CC=1)[P](C1C=CC=CC=1)(C1C=CC=CC=1)C1C=CC=CC=1.C(OCC)(=O)C. The product is [CH3:30][Si:31]([C:34]#[C:35][C:2]1[CH:3]=[C:4]2[C:9](=[C:10]([CH:12]=[O:13])[CH:11]=1)[O:8][C:7]([CH3:15])([CH3:14])[CH2:6][C:5]2([CH3:17])[CH3:16])([CH3:33])[CH3:32]. The yield is 0.990.